This data is from Forward reaction prediction with 1.9M reactions from USPTO patents (1976-2016). The task is: Predict the product of the given reaction. (1) Given the reactants C(NS(C1C=CC([N:14]2[C:22]3[C:21]4[CH:23]=[C:24]([NH:27][C:28](=[O:36])[C:29]5[CH:34]=[CH:33][CH:32]=[CH:31][C:30]=5[Cl:35])[CH:25]=[CH:26][C:20]=4[CH2:19][CH2:18][C:17]=3[C:16]([C:37]([NH2:39])=[O:38])=[N:15]2)=CC=1)(=O)=O)(=O)C.C(Br)C=C, predict the reaction product. The product is: [Cl:35][C:30]1[CH:31]=[CH:32][CH:33]=[CH:34][C:29]=1[C:28]([NH:27][C:24]1[CH:25]=[CH:26][C:20]2[CH2:19][CH2:18][C:17]3[C:16]([C:37]([NH2:39])=[O:38])=[N:15][NH:14][C:22]=3[C:21]=2[CH:23]=1)=[O:36]. (2) Given the reactants C[N:2](C)[CH:3]=[CH:4][C:5]([C:7]1[C:12](=[O:13])[CH:11]=[CH:10][N:9]([C:14]2[CH:19]=[CH:18][CH:17]=[C:16]([C:20]([F:23])([F:22])[F:21])[CH:15]=2)[N:8]=1)=O.Cl.[CH:26]1([CH2:29][NH:30]N)[CH2:28][CH2:27]1.CCN(CC)CC.Cl, predict the reaction product. The product is: [CH:26]1([CH2:29][N:30]2[C:5]([C:7]3[C:12](=[O:13])[CH:11]=[CH:10][N:9]([C:14]4[CH:19]=[CH:18][CH:17]=[C:16]([C:20]([F:23])([F:22])[F:21])[CH:15]=4)[N:8]=3)=[CH:4][CH:3]=[N:2]2)[CH2:28][CH2:27]1. (3) Given the reactants C1(P(C2C=CC=CC=2)C2C=CC=CC=2)C=CC=CC=1.O1CCOCC1.Br[C:27]1[N:35]2[C:30]([CH:31]=[N:32][C:33]([S:36][CH3:37])=[N:34]2)=[CH:29][CH:28]=1.[CH3:38][S:39]([C:42]1[CH:47]=[CH:46][C:45](B(O)O)=[CH:44][CH:43]=1)(=[O:41])=[O:40].CN(C)C=O.C(=O)([O-])[O-].[Na+].[Na+].O, predict the reaction product. The product is: [CH3:38][S:39]([C:42]1[CH:47]=[CH:46][C:45]([C:27]2[N:35]3[C:30]([CH:31]=[N:32][C:33]([S:36][CH3:37])=[N:34]3)=[CH:29][CH:28]=2)=[CH:44][CH:43]=1)(=[O:41])=[O:40]. (4) The product is: [CH3:13][C:14]1([CH3:30])[CH2:19][C:18]([CH3:20])([CH3:21])[CH2:17][C:16]([O:22][S:23]([C:26]([F:29])([F:27])[F:28])(=[O:24])=[O:25])=[CH:15]1.[CH3:1][O:2][C:3]1[CH:8]=[CH:7][C:6]([C:16]2[CH2:17][C:18]([CH3:21])([CH3:20])[CH2:19][C:14]([CH3:30])([CH3:13])[CH:15]=2)=[C:5]([CH3:12])[CH:4]=1. Given the reactants [CH3:1][O:2][C:3]1[CH:8]=[CH:7][C:6](B(O)O)=[C:5]([CH3:12])[CH:4]=1.[CH3:13][C:14]1([CH3:30])[CH2:19][C:18]([CH3:21])([CH3:20])[CH2:17][C:16]([O:22][S:23]([C:26]([F:29])([F:28])[F:27])(=[O:25])=[O:24])=[CH:15]1, predict the reaction product. (5) The product is: [C:1]([O:4][CH2:5][C:6]1[C:7]([N:13]2[N:22]=[CH:21][C:20]3[C:15](=[C:16]([F:27])[CH:17]=[C:18]([C:23]([CH3:26])([CH3:25])[CH3:24])[CH:19]=3)[C:14]2=[O:28])=[N:8][CH:9]=[CH:10][C:11]=1[B:32]([OH:33])[OH:31])(=[O:3])[CH3:2]. Given the reactants [C:1]([O:4][CH2:5][C:6]1[C:7]([N:13]2[N:22]=[CH:21][C:20]3[C:15](=[C:16]([F:27])[CH:17]=[C:18]([C:23]([CH3:26])([CH3:25])[CH3:24])[CH:19]=3)[C:14]2=[O:28])=[N:8][CH:9]=[CH:10][C:11]=1Cl)(=[O:3])[CH3:2].CC1(C)C(C)(C)[O:33][B:32](B2OC(C)(C)C(C)(C)O2)[O:31]1.CC(C1C=C(C(C)C)C(C2C=CC=CC=2P(C2CCCCC2)C2CCCCC2)=C(C(C)C)C=1)C.CC([O-])=O.[K+], predict the reaction product. (6) Given the reactants [C:1]1([CH2:7][CH2:8][O:9][CH2:10][CH2:11][N:12]2[CH2:19][CH2:18][C:15]3([O:17][CH2:16]3)[CH2:14][CH2:13]2)[CH:6]=[CH:5][CH:4]=[CH:3][CH:2]=1.[N-:20]=[N+:21]=[N-:22].[Na+], predict the reaction product. The product is: [N:20]([CH2:16][C:15]1([OH:17])[CH2:18][CH2:19][N:12]([CH2:11][CH2:10][O:9][CH2:8][CH2:7][C:1]2[CH:6]=[CH:5][CH:4]=[CH:3][CH:2]=2)[CH2:13][CH2:14]1)=[N+:21]=[N-:22].